This data is from Catalyst prediction with 721,799 reactions and 888 catalyst types from USPTO. The task is: Predict which catalyst facilitates the given reaction. (1) Reactant: [F:1][C:2]1[CH:3]=[C:4]([C@H:13]([NH:18][C:19]([C:21]2[C:25]3=[N:26][C:27]([CH3:31])=[CH:28][C:29](=[O:30])[N:24]3[N:23]([CH3:32])[CH:22]=2)=[O:20])[C:14]([OH:17])([CH3:16])[CH3:15])[CH:5]=[CH:6][C:7]=1[O:8][C:9]([F:12])([F:11])[F:10].[Cl:33]N1C(=O)CCC1=O. Product: [Cl:33][C:28]1[C:29](=[O:30])[N:24]2[N:23]([CH3:32])[CH:22]=[C:21]([C:19]([NH:18][C@@H:13]([C:4]3[CH:5]=[CH:6][C:7]([O:8][C:9]([F:10])([F:11])[F:12])=[C:2]([F:1])[CH:3]=3)[C:14]([OH:17])([CH3:15])[CH3:16])=[O:20])[C:25]2=[N:26][C:27]=1[CH3:31]. The catalyst class is: 7. (2) Reactant: [CH3:1][O:2][C:3]1[CH:49]=[C:48]([O:50][CH3:51])[CH:47]=[CH:46][C:4]=1[CH2:5][NH:6][C:7]1[C:8]2[N:9]([C:13]([C@@H:36]3[CH2:44][CH2:43][C@@H:42]4[N:38]([C:39](=[O:45])[CH2:40][CH2:41]4)[CH2:37]3)=[N:14][C:15]=2[C:16]2[CH:34]=[CH:33][C:19]([C:20]([NH:22][C:23]3[CH:28]=[C:27]([C:29]([F:32])([F:31])[F:30])[CH:26]=[CH:25][N:24]=3)=[O:21])=[CH:18][C:17]=2[OH:35])[CH:10]=[CH:11][N:12]=1.C(=O)([O-])[O-].[Cs+].[Cs+].Br[CH2:59][CH2:60][O:61][CH3:62]. Product: [CH3:1][O:2][C:3]1[CH:49]=[C:48]([O:50][CH3:51])[CH:47]=[CH:46][C:4]=1[CH2:5][NH:6][C:7]1[C:8]2[N:9]([C:13]([C@@H:36]3[CH2:44][CH2:43][C@@H:42]4[N:38]([C:39](=[O:45])[CH2:40][CH2:41]4)[CH2:37]3)=[N:14][C:15]=2[C:16]2[CH:34]=[CH:33][C:19]([C:20]([NH:22][C:23]3[CH:28]=[C:27]([C:29]([F:30])([F:31])[F:32])[CH:26]=[CH:25][N:24]=3)=[O:21])=[CH:18][C:17]=2[O:35][CH2:59][CH2:60][O:61][CH3:62])[CH:10]=[CH:11][N:12]=1. The catalyst class is: 12. (3) Product: [F:18][C:16]([F:19])([F:17])[O:15][C:10]1[CH:11]=[CH:12][CH:13]=[CH:14][C:9]=1[N:8]1[C:7]2=[N:6][C:5]([OH:20])=[CH:4][CH:3]=[C:2]2[N:1]=[CH:21]1. The catalyst class is: 5. Reactant: [NH2:1][C:2]1[CH:3]=[CH:4][C:5]([OH:20])=[N:6][C:7]=1[NH:8][C:9]1[CH:14]=[CH:13][CH:12]=[CH:11][C:10]=1[O:15][C:16]([F:19])([F:18])[F:17].[CH:21](OC)(OC)OC.FC(F)(F)C(O)=O. (4) Reactant: [CH3:1][C:2]1[N:6]([C:7]2[CH:15]=[CH:14][CH:13]=[CH:12][C:8]=2[C:9]([OH:11])=[O:10])[C:5]([C:16]2[CH:21]=[CH:20][CH:19]=[CH:18][C:17]=2[N+:22]([O-])=O)=[N:4][N:3]=1. Product: [NH2:22][C:17]1[CH:18]=[CH:19][CH:20]=[CH:21][C:16]=1[C:5]1[N:6]([C:7]2[CH:15]=[CH:14][CH:13]=[CH:12][C:8]=2[C:9]([OH:11])=[O:10])[C:2]([CH3:1])=[N:3][N:4]=1. The catalyst class is: 312. (5) Reactant: Cl.[NH2:2][C:3]1[CH:33]=[CH:32][C:6]2[NH:7][C:8]([C:13]3[C:14](=[O:31])[C@@:15]([CH2:25][CH2:26][C:27]([CH3:30])([CH3:29])[CH3:28])([CH3:24])[C:16]4[C:21]([C:22]=3[OH:23])=[CH:20][CH:19]=[CH:18][CH:17]=4)=[N:9][S:10](=[O:12])(=[O:11])[C:5]=2[CH:4]=1.[S:34](Cl)([CH3:37])(=[O:36])=[O:35].N1C=CC=CC=1. Product: [CH3:30][C:27]([CH3:28])([CH3:29])[CH2:26][CH2:25][C@:15]1([CH3:24])[C:16]2[C:21](=[CH:20][CH:19]=[CH:18][CH:17]=2)[C:22]([OH:23])=[C:13]([C:8]2[NH:7][C:6]3[CH:32]=[CH:33][C:3]([NH:2][S:34]([CH3:37])(=[O:36])=[O:35])=[CH:4][C:5]=3[S:10](=[O:12])(=[O:11])[N:9]=2)[C:14]1=[O:31]. The catalyst class is: 21. (6) Reactant: [Cl:1][C:2]1[C:3]([F:27])=[C:4]([CH:24]=[CH:25][CH:26]=1)[CH2:5][C:6]1[C:7]([O:22][CH3:23])=[CH:8][C:9]([O:20][CH3:21])=[C:10]([C:12](=[O:19])[CH2:13][C:14]([O:16][CH2:17][CH3:18])=[O:15])[CH:11]=1.CO[CH:30](OC)[N:31]([CH3:33])[CH3:32]. Product: [Cl:1][C:2]1[C:3]([F:27])=[C:4]([CH:24]=[CH:25][CH:26]=1)[CH2:5][C:6]1[C:7]([O:22][CH3:23])=[CH:8][C:9]([O:20][CH3:21])=[C:10]([CH:11]=1)[C:12]([C:13](=[CH:30][N:31]([CH3:33])[CH3:32])[C:14]([O:16][CH2:17][CH3:18])=[O:15])=[O:19]. The catalyst class is: 11. (7) Reactant: [NH2:1][C:2]1[N:10]=[C:9]([F:11])[CH:8]=[CH:7][C:3]=1[C:4]([OH:6])=O.[CH3:12][O:13][C:14]1[CH:15]=[C:16]([O:20][C:21]2[CH:22]=[C:23]([CH:26]=[CH:27][CH:28]=2)[CH2:24][NH2:25])[CH:17]=[CH:18][CH:19]=1.CN([P+](ON1N=NC2C=CC=CC1=2)(N(C)C)N(C)C)C.F[P-](F)(F)(F)(F)F.C(=O)(O)[O-].[Na+]. Product: [CH3:12][O:13][C:14]1[CH:15]=[C:16]([O:20][C:21]2[CH:22]=[C:23]([CH2:24][NH:25][C:4](=[O:6])[C:3]3[CH:7]=[CH:8][C:9]([F:11])=[N:10][C:2]=3[NH2:1])[CH:26]=[CH:27][CH:28]=2)[CH:17]=[CH:18][CH:19]=1. The catalyst class is: 338. (8) The catalyst class is: 355. Reactant: [CH3:1][N:2]([CH3:24])[C:3](=[O:23])[C:4]1[CH:9]=[CH:8][C:7]([N:10]2[CH:14]=[CH:13][N:12]=[C:11]2[C:15]2[CH:19]=[CH:18][S:17][CH:16]=2)=[C:6]([N+:20]([O-])=O)[CH:5]=1.C(O)(=O)C.[O-]S([O-])(=S)=O.[Na+].[Na+].N. Product: [NH2:20][C:6]1[CH:5]=[C:4]([CH:9]=[CH:8][C:7]=1[N:10]1[CH:14]=[CH:13][N:12]=[C:11]1[C:15]1[CH:19]=[CH:18][S:17][CH:16]=1)[C:3]([N:2]([CH3:24])[CH3:1])=[O:23]. (9) Reactant: C([O:5][C:6](=[O:39])[CH2:7][N:8]1[C@H:13]([C:14]2[CH:19]=[CH:18][C:17]([C:20]#[N:21])=[CH:16][CH:15]=2)[C:12]([C:22](=[O:26])[CH:23]([CH3:25])[CH3:24])=[C:11]([CH3:27])[N:10]([C:28]2[CH:33]=[CH:32][CH:31]=[C:30]([C:34]([F:37])([F:36])[F:35])[CH:29]=2)[C:9]1=[O:38])(C)(C)C.FC(F)(F)C(O)=O. Product: [C:20]([C:17]1[CH:16]=[CH:15][C:14]([C@H:13]2[N:8]([CH2:7][C:6]([OH:39])=[O:5])[C:9](=[O:38])[N:10]([C:28]3[CH:33]=[CH:32][CH:31]=[C:30]([C:34]([F:36])([F:37])[F:35])[CH:29]=3)[C:11]([CH3:27])=[C:12]2[C:22](=[O:26])[CH:23]([CH3:24])[CH3:25])=[CH:19][CH:18]=1)#[N:21]. The catalyst class is: 4.